This data is from Retrosynthesis with 50K atom-mapped reactions and 10 reaction types from USPTO. The task is: Predict the reactants needed to synthesize the given product. (1) Given the product COc1ccc(-c2ccccc2)cc1, predict the reactants needed to synthesize it. The reactants are: COc1ccc(Cl)cc1.OB(O)c1ccccc1. (2) Given the product COc1cc(C(C)C)c2c(c1)S(=O)(=O)N(COC(=O)c1c(Cl)ccc(OCCC3CCN(C(=O)OCc4ccccc4)CC3)c1Cl)C2=O, predict the reactants needed to synthesize it. The reactants are: COc1cc(C(C)C)c2c(c1)S(=O)(=O)N(COC(=O)c1c(Cl)ccc(O)c1Cl)C2=O.O=C(OCc1ccccc1)N1CCC(CCO)CC1. (3) Given the product NCCn1c(CCCCc2ccccc2)nnc1-c1ccc2cnccc2c1, predict the reactants needed to synthesize it. The reactants are: CC(C)(C)OC(=O)NCCn1c(CCCCc2ccccc2)nnc1-c1ccc2cnccc2c1. (4) Given the product [N-]=[N+]=Nc1ccc(CN)cc1I, predict the reactants needed to synthesize it. The reactants are: CC(C)(C)OC(=O)NCc1ccc(N=[N+]=[N-])c(I)c1.